From a dataset of Forward reaction prediction with 1.9M reactions from USPTO patents (1976-2016). Predict the product of the given reaction. Given the reactants Br[C:2]1[CH:3]=[C:4]([N:8]2[CH2:16][CH:15]3[CH2:17][N:11]4[CH2:12][CH:13]([CH2:18][CH:9]2[CH2:10]4)[CH2:14]3)[CH:5]=[N:6][CH:7]=1.[N:19]1[CH:24]=[C:23](B(O)O)[CH:22]=[N:21][CH:20]=1, predict the reaction product. The product is: [N:19]1[CH:24]=[C:23]([C:2]2[CH:3]=[C:4]([N:8]3[CH2:16][CH:15]4[CH2:17][N:11]5[CH2:12][CH:13]([CH2:18][CH:9]3[CH2:10]5)[CH2:14]4)[CH:5]=[N:6][CH:7]=2)[CH:22]=[N:21][CH:20]=1.